From a dataset of Catalyst prediction with 721,799 reactions and 888 catalyst types from USPTO. Predict which catalyst facilitates the given reaction. (1) Reactant: Cl.[CH3:2][N:3]1[C:7]([C@H:8]([C:14]2[CH:19]=[CH:18][CH:17]=[CH:16][CH:15]=2)[O:9][CH2:10][CH2:11][NH:12][CH3:13])=[CH:6][CH:5]=[N:4]1.[OH-].[Na+]. Product: [CH3:2][N:3]1[C:7]([C@H:8]([C:14]2[CH:19]=[CH:18][CH:17]=[CH:16][CH:15]=2)[O:9][CH2:10][CH2:11][NH:12][CH3:13])=[CH:6][CH:5]=[N:4]1. The catalyst class is: 6. (2) Reactant: C([O:4][C@@H:5]1[C@@H:10]([O:11]C(=O)C)[C@H:9]([O:15]C(=O)C)[C@@H:8]([CH2:19][O:20]C(=O)C)[O:7][C@H:6]1[C:24]1[C:32]2[C:27](=[C:28]([Cl:33])[CH:29]=[CH:30][CH:31]=2)[N:26]([CH2:34][C:35]2[CH:40]=[CH:39][C:38]([O:41][CH2:42][CH2:43]OS(C)(=O)=O)=[CH:37][CH:36]=2)[CH:25]=1)(=O)C.[N-:49]=[N+]=[N-].[Na+].O. Product: [NH2:49][CH2:43][CH2:42][O:41][C:38]1[CH:37]=[CH:36][C:35]([CH2:34][N:26]2[C:27]3[C:32](=[CH:31][CH:30]=[CH:29][C:28]=3[Cl:33])[C:24]([C@@H:6]3[O:7][C@H:8]([CH2:19][OH:20])[C@@H:9]([OH:15])[C@H:10]([OH:11])[C@H:5]3[OH:4])=[CH:25]2)=[CH:40][CH:39]=1. The catalyst class is: 9. (3) Reactant: C[O:2][CH:3]=[CH:4][C@@H:5]1[CH2:14][C:13]2[C:8](=[CH:9][CH:10]=[CH:11][CH:12]=2)[C:7]2(OCC[O:15]2)[CH2:6]1.Cl. Product: [O:15]=[C:7]1[C:8]2[C:13](=[CH:12][CH:11]=[CH:10][CH:9]=2)[CH2:14][C@@H:5]([CH2:4][CH:3]=[O:2])[CH2:6]1. The catalyst class is: 7. (4) Reactant: [F:1][C:2]1[C:12]([F:13])=[CH:11][C:5]([O:6][CH2:7][CH:8]2[CH2:10][O:9]2)=[C:4]([O:14]C)[CH:3]=1.Br.O. Product: [F:13][C:12]1[C:2]([F:1])=[CH:3][C:4]([OH:14])=[C:5]([O:6][CH2:7][CH:8]2[CH2:10][O:9]2)[CH:11]=1. The catalyst class is: 25. (5) Product: [Cl:56][C:44]1[C:45]([C:47]2[C:55]3[C:50](=[CH:51][CH:52]=[CH:53][CH:54]=3)[NH:49][CH:48]=2)=[N:46][C:41]([NH:40][C:37]23[CH2:39][C:33]([NH:32][C:30](=[O:31])[C:29]4[CH:28]=[CH:27][C:26]([NH:25][C:7](=[O:9])[C:6]#[C:5][Si:1]([CH3:4])([CH3:3])[CH3:2])=[CH:58][CH:57]=4)([CH2:38]2)[CH2:34][CH2:35][CH2:36]3)=[N:42][CH:43]=1. Reactant: [Si:1]([C:5]#[C:6][C:7]([OH:9])=O)([CH3:4])([CH3:3])[CH3:2].C1CCC(N=C=NC2CCCCC2)CC1.[NH2:25][C:26]1[CH:58]=[CH:57][C:29]([C:30]([NH:32][C:33]23[CH2:39][C:37]([NH:40][C:41]4[N:46]=[C:45]([C:47]5[C:55]6[C:50](=[CH:51][CH:52]=[CH:53][CH:54]=6)[NH:49][CH:48]=5)[C:44]([Cl:56])=[CH:43][N:42]=4)([CH2:38]2)[CH2:36][CH2:35][CH2:34]3)=[O:31])=[CH:28][CH:27]=1. The catalyst class is: 64. (6) The catalyst class is: 58. Reactant: [CH3:1][N:2]([CH3:21])[C@H:3]1[CH2:8][CH2:7][C@H:6]([N:9]([CH2:19][CH3:20])[C:10]2[S:14][CH:13]=[C:12]([C:15](O)=[O:16])[C:11]=2[CH3:18])[CH2:5][CH2:4]1.Cl.Cl.[NH2:24]C1C(=O)C(CN)=C(C)NC=1C.C1C=NC2N(O)N=NC=2C=1.C(Cl)CCl. Product: [CH3:1][N:2]([CH3:21])[C@H:3]1[CH2:8][CH2:7][C@H:6]([N:9]([CH2:19][CH3:20])[C:10]2[S:14][CH:13]=[C:12]([C:15]([NH2:24])=[O:16])[C:11]=2[CH3:18])[CH2:5][CH2:4]1. (7) Reactant: CC1(C)[O:6][C@H:5]([C:7]([N:9]2[CH2:14][CH2:13][C:12]([C:15]3[C:20]([F:21])=[CH:19][C:18]([N:22]4[CH2:26][C@H:25]([CH2:27][N:28]5[CH:32]=[CH:31][N:30]=[N:29]5)[O:24][C:23]4=[O:33])=[CH:17][C:16]=3[F:34])=[CH:11][CH2:10]2)=[O:8])[CH2:4][O:3]1.Cl. Product: [OH:6][C@@H:5]([CH2:4][OH:3])[C:7]([N:9]1[CH2:14][CH2:13][C:12]([C:15]2[C:20]([F:21])=[CH:19][C:18]([N:22]3[CH2:26][C@H:25]([CH2:27][N:28]4[CH:32]=[CH:31][N:30]=[N:29]4)[O:24][C:23]3=[O:33])=[CH:17][C:16]=2[F:34])=[CH:11][CH2:10]1)=[O:8]. The catalyst class is: 7. (8) Reactant: [OH-].[Li+].[Br:3][C:4]1[CH:5]=[CH:6][C:7]2[N:8]([C:10]([C:13]([O:15]CC)=[O:14])=[CH:11][N:12]=2)[CH:9]=1. Product: [Br:3][C:4]1[CH:5]=[CH:6][C:7]2[N:8]([C:10]([C:13]([OH:15])=[O:14])=[CH:11][N:12]=2)[CH:9]=1. The catalyst class is: 219.